Binary Classification. Given a T-cell receptor sequence (or CDR3 region) and an epitope sequence, predict whether binding occurs between them. From a dataset of TCR-epitope binding with 47,182 pairs between 192 epitopes and 23,139 TCRs. (1) The epitope is AIMTRCLAV. The TCR CDR3 sequence is CASSLSLAGADEQYF. Result: 1 (the TCR binds to the epitope). (2) The epitope is LPPAYTNSF. The TCR CDR3 sequence is CASSTFSDRVYNEQFF. Result: 0 (the TCR does not bind to the epitope). (3) The epitope is EEHVQIHTI. The TCR CDR3 sequence is CSVELIAPHEQFF. Result: 0 (the TCR does not bind to the epitope). (4) The epitope is RQLLFVVEV. The TCR CDR3 sequence is CASSQVEGDTQYF. Result: 1 (the TCR binds to the epitope). (5) The epitope is RPPIFIRRL. The TCR CDR3 sequence is CASSSPGENTGELFF. Result: 0 (the TCR does not bind to the epitope).